This data is from Full USPTO retrosynthesis dataset with 1.9M reactions from patents (1976-2016). The task is: Predict the reactants needed to synthesize the given product. (1) Given the product [C:27]([N:35]1[C:43]2[C:38](=[CH:39][CH:40]=[CH:41][CH:42]=2)[C:37]([C:44]([NH:2][CH2:3][CH2:4][NH:5][C:6](=[O:19])[C:7]2[CH:12]=[CH:11][C:10]([O:13][CH2:14][C:15]([F:16])([F:17])[F:18])=[N:9][CH:8]=2)=[O:45])=[CH:36]1)(=[O:34])[C:28]1[CH:29]=[CH:30][CH:31]=[CH:32][CH:33]=1, predict the reactants needed to synthesize it. The reactants are: Cl.[NH2:2][CH2:3][CH2:4][NH:5][C:6](=[O:19])[C:7]1[CH:12]=[CH:11][C:10]([O:13][CH2:14][C:15]([F:18])([F:17])[F:16])=[N:9][CH:8]=1.C(N(CC)CC)C.[C:27]([N:35]1[C:43]2[C:38](=[CH:39][CH:40]=[CH:41][CH:42]=2)[C:37]([C:44](Cl)=[O:45])=[CH:36]1)(=[O:34])[C:28]1[CH:33]=[CH:32][CH:31]=[CH:30][CH:29]=1. (2) Given the product [Cl:34][C:35]1[CH:40]=[CH:39][CH:38]=[CH:37][C:36]=1[C:41]1[N:59]([CH2:60][CH:61]2[O:66][CH2:65][CH2:64][NH:63][CH2:62]2)[C:44]2[N:45]=[C:46]([NH:49][CH2:50][C:51]3[CH:56]=[CH:55][C:54]([F:57])=[C:53]([F:58])[CH:52]=3)[N:47]=[CH:48][C:43]=2[CH:42]=1, predict the reactants needed to synthesize it. The reactants are: ClC1C=CC=CC=1C1N(C[C@H]2CCCNC2)C2N=C(NCC3C=CC(F)=C(F)C=3)N=CC=2C=1.[Cl:34][C:35]1[CH:40]=[CH:39][CH:38]=[CH:37][C:36]=1[C:41]1[N:59]([CH2:60][CH:61]2[O:66][CH2:65][CH2:64][N:63](C(OC(C)(C)C)=O)[CH2:62]2)[C:44]2[N:45]=[C:46]([NH:49][CH2:50][C:51]3[CH:56]=[CH:55][C:54]([F:57])=[C:53]([F:58])[CH:52]=3)[N:47]=[CH:48][C:43]=2[CH:42]=1. (3) Given the product [NH2:6][C:5]1[CH:7]=[CH:8][C:2]([C:38]#[C:37][CH2:36][CH2:35][CH2:34][OH:39])=[CH:3][CH:4]=1, predict the reactants needed to synthesize it. The reactants are: I[C:2]1[CH:8]=[CH:7][C:5]([NH2:6])=[CH:4][CH:3]=1.C1C=CC(P(C2C=CC=CC=2)C2C=CC=CC=2)=CC=1.C([O-])([O-])=O.[K+].[K+].[CH2:34]([OH:39])[CH2:35][CH2:36][C:37]#[CH:38].